This data is from Full USPTO retrosynthesis dataset with 1.9M reactions from patents (1976-2016). The task is: Predict the reactants needed to synthesize the given product. (1) Given the product [C:14]([N:18]1[CH2:23][CH2:22][N:21]([C:3]2[NH:12][C:11](=[O:13])[C:10]3[CH2:9][CH2:8][CH2:7][CH2:6][C:5]=3[N:4]=2)[CH2:20][CH2:19]1)([CH3:17])([CH3:16])[CH3:15], predict the reactants needed to synthesize it. The reactants are: CS[C:3]1[NH:12][C:11](=[O:13])[C:10]2[CH2:9][CH2:8][CH2:7][CH2:6][C:5]=2[N:4]=1.[C:14]([N:18]1[CH2:23][CH2:22][NH:21][CH2:20][CH2:19]1)([CH3:17])([CH3:16])[CH3:15]. (2) Given the product [Cl:1][C:2]1[CH:7]=[CH:6][C:5](/[CH:8]=[CH:9]/[C:10]([N:59]2[CH2:58][CH2:57][N:56]([C:60]3[CH:64]=[CH:63][N:62]([CH3:65])[N:61]=3)[CH2:55][C@H:54]2[CH3:53])=[O:12])=[C:4]([CH2:13][N:14]2[N:18]=[N:17][C:16]([CH3:19])=[N:15]2)[CH:3]=1, predict the reactants needed to synthesize it. The reactants are: [Cl:1][C:2]1[CH:7]=[CH:6][C:5](/[CH:8]=[CH:9]/[C:10]([OH:12])=O)=[C:4]([CH2:13][N:14]2[N:18]=[N:17][C:16]([CH3:19])=[N:15]2)[CH:3]=1.CCN(C(C)C)C(C)C.CN(C(ON1N=NC2C=CC=NC1=2)=[N+](C)C)C.F[P-](F)(F)(F)(F)F.[CH3:53][C@H:54]1[NH:59][CH2:58][CH2:57][N:56]([C:60]2[CH:64]=[CH:63][N:62]([CH3:65])[N:61]=2)[CH2:55]1.